Dataset: Reaction yield outcomes from USPTO patents with 853,638 reactions. Task: Predict the reaction yield, written as a fraction of the theoretical maximum amount of product (1.0 means a 100% yield; for example, 0.34 means a 34% yield). (1) The reactants are N[C:2]1[S:3][C:4]2[C:9]([NH:10][C@H:11]([CH:14]([CH3:16])[CH3:15])[CH2:12][OH:13])=[N:8][C:7]([S:17][CH2:18][C:19]3[CH:24]=[CH:23][CH:22]=[CH:21][CH:20]=3)=[N:6][C:5]=2[N:25]=1.N([O-])=O.[Na+].O.[ClH:31]. The catalyst is CC#N. The product is [CH2:18]([S:17][C:7]1[N:8]=[C:9]([NH:10][C@H:11]([CH:14]([CH3:16])[CH3:15])[CH2:12][OH:13])[C:4]2[S:3][C:2]([Cl:31])=[N:25][C:5]=2[N:6]=1)[C:19]1[CH:24]=[CH:23][CH:22]=[CH:21][CH:20]=1. The yield is 0.840. (2) The reactants are [NH2:1][C:2]1[CH:7]=[CH:6][C:5]([CH2:8][C:9]([CH3:16])([CH3:15])[C:10](OCC)=[O:11])=[C:4]([C:17]([F:20])([F:19])[F:18])[CH:3]=1.[H-].[H-].[H-].[H-].[Li+].[Al+3]. The catalyst is C1COCC1. The product is [NH2:1][C:2]1[CH:7]=[CH:6][C:5]([CH2:8][C:9]([CH3:16])([CH3:15])[CH2:10][OH:11])=[C:4]([C:17]([F:18])([F:19])[F:20])[CH:3]=1. The yield is 0.644. (3) The reactants are [N+:1]([C:4]1[CH:9]=[CH:8][C:7]([NH:10][CH:11]2[CH2:16][CH2:15][CH:14]([O:17][CH2:18][C:19](O)=[O:20])[CH2:13][CH2:12]2)=[CH:6][C:5]=1[C:22]([F:25])([F:24])[F:23])([O-:3])=[O:2].CCN=C=NCCCN(C)C.Cl.C1C=CC2N(O)N=NC=2C=1.C(N(CC)CC)C.[NH2:55][CH2:56][CH2:57][N:58]([CH2:70][CH2:71]Cl)[C:59]1[CH:68]=[CH:67][C:66]2[C:61](=[CH:62][CH:63]=[C:64]([Cl:69])[CH:65]=2)[N:60]=1. The catalyst is ClCCl. The product is [Cl:69][C:64]1[CH:65]=[C:66]2[C:61](=[CH:62][CH:63]=1)[N:60]=[C:59]([N:58]1[CH2:70][CH2:71][N:55]([C:19](=[O:20])[CH2:18][O:17][CH:14]3[CH2:13][CH2:12][CH:11]([NH:10][C:7]4[CH:8]=[CH:9][C:4]([N+:1]([O-:3])=[O:2])=[C:5]([C:22]([F:23])([F:24])[F:25])[CH:6]=4)[CH2:16][CH2:15]3)[CH2:56][CH2:57]1)[CH:68]=[CH:67]2. The yield is 0.420. (4) The reactants are [Br:1][C:2]1[O:3][C:4]2[CH:10]=[CH:9][C:8]([CH2:11][C:12]([O:14][CH3:15])=[O:13])=[CH:7][C:5]=2[CH:6]=1.C1C(=O)N([Br:23])C(=O)C1.CC(N=NC(C#N)(C)C)(C#N)C.O. The catalyst is C(Cl)(Cl)(Cl)Cl. The product is [Br:23][CH:11]([C:8]1[CH:9]=[CH:10][C:4]2[O:3][C:2]([Br:1])=[CH:6][C:5]=2[CH:7]=1)[C:12]([O:14][CH3:15])=[O:13]. The yield is 0.400. (5) The reactants are [CH2:1]([C:5]1[N:10]2[N:11]=[CH:12][CH:13]=[C:9]2[N:8]([C@H:14]2[CH2:19][CH2:18][C@H:17]([O:20][CH2:21][C:22]([OH:25])([CH3:24])[CH3:23])[CH2:16][CH2:15]2)[C:7](=[O:26])[C:6]=1[CH2:27][C:28]1[CH:33]=[CH:32][C:31]([C:34]2[C:35]([C:40]#[N:41])=[CH:36][CH:37]=[CH:38][CH:39]=2)=[CH:30][CH:29]=1)[CH2:2][CH2:3][CH3:4].C[Si]([N:46]=[N+:47]=[N-:48])(C)C.C([Sn](=O)CCCC)CCC.C1(C)C=CC=CC=1. The catalyst is O.C(OCC)(=O)C. The product is [CH2:1]([C:5]1[N:10]2[N:11]=[CH:12][CH:13]=[C:9]2[N:8]([C@H:14]2[CH2:19][CH2:18][C@H:17]([O:20][CH2:21][C:22]([OH:25])([CH3:23])[CH3:24])[CH2:16][CH2:15]2)[C:7](=[O:26])[C:6]=1[CH2:27][C:28]1[CH:33]=[CH:32][C:31]([C:34]2[CH:39]=[CH:38][CH:37]=[CH:36][C:35]=2[C:40]2[NH:48][N:47]=[N:46][N:41]=2)=[CH:30][CH:29]=1)[CH2:2][CH2:3][CH3:4]. The yield is 0.460. (6) The reactants are [Cl:1][C:2]1[N:3]=[C:4]([NH:33][CH2:34][C:35]2[CH:40]=[CH:39][CH:38]=[CH:37][N:36]=2)[C:5]2[C:10]([C:11]=1[C:12]1[CH:13]=[C:14]([NH:18][C:19](=[O:26])[CH2:20][C:21]([O:23]CC)=O)[CH:15]=[CH:16][CH:17]=1)=[CH:9][CH:8]=[CH:7][C:6]=2[C:27]1[CH:32]=[CH:31][CH:30]=[CH:29][CH:28]=1.[NH3:41]. The catalyst is CO. The product is [Cl:1][C:2]1[N:3]=[C:4]([NH:33][CH2:34][C:35]2[CH:40]=[CH:39][CH:38]=[CH:37][N:36]=2)[C:5]2[C:10]([C:11]=1[C:12]1[CH:13]=[C:14]([NH:18][C:19](=[O:26])[CH2:20][C:21]([NH2:41])=[O:23])[CH:15]=[CH:16][CH:17]=1)=[CH:9][CH:8]=[CH:7][C:6]=2[C:27]1[CH:28]=[CH:29][CH:30]=[CH:31][CH:32]=1. The yield is 0.200. (7) The reactants are [N:1]1([C:5]([C:7]2[CH:8]=[C:9]([Cl:37])[C:10]([O:13][C:14]3[CH:15]=[C:16]([C:26]4[NH:30][C:29]([C:31]([NH:33][CH2:34][CH2:35]Cl)=[O:32])=[CH:28][CH:27]=4)[CH:17]=[C:18]([O:20][C@@H:21]([CH3:25])[CH2:22][O:23][CH3:24])[CH:19]=3)=[N:11][CH:12]=2)=[O:6])[CH2:4][CH2:3][CH2:2]1.[H-].[Na+].[Cl-].[NH4+]. The catalyst is O1CCCC1. The product is [N:1]1([C:5]([C:7]2[CH:8]=[C:9]([Cl:37])[C:10]([O:13][C:14]3[CH:19]=[C:18]([O:20][C@@H:21]([CH3:25])[CH2:22][O:23][CH3:24])[CH:17]=[C:16]([C:26]4[NH:30][C:29]([C:31]5[O:32][CH2:35][CH2:34][N:33]=5)=[CH:28][CH:27]=4)[CH:15]=3)=[N:11][CH:12]=2)=[O:6])[CH2:2][CH2:3][CH2:4]1. The yield is 0.620.